Dataset: Forward reaction prediction with 1.9M reactions from USPTO patents (1976-2016). Task: Predict the product of the given reaction. Given the reactants [CH2:1]([O:8][C:9]1[C:13]([CH2:14][CH2:15][CH2:16][O:17][C:18]2[CH:23]=[CH:22][C:21]([CH2:24][CH2:25][C:26]([O:28]C)=[O:27])=[C:20]([O:30][CH2:31][CH3:32])[CH:19]=2)=[CH:12][N:11]([C:33]2[CH:38]=[CH:37][C:36]([C:39]([F:42])([F:41])[F:40])=[CH:35][N:34]=2)[N:10]=1)[C:2]1[CH:7]=[CH:6][CH:5]=[CH:4][CH:3]=1.[OH-].[Na+].O1CCCC1.Cl, predict the reaction product. The product is: [CH2:1]([O:8][C:9]1[C:13]([CH2:14][CH2:15][CH2:16][O:17][C:18]2[CH:23]=[CH:22][C:21]([CH2:24][CH2:25][C:26]([OH:28])=[O:27])=[C:20]([O:30][CH2:31][CH3:32])[CH:19]=2)=[CH:12][N:11]([C:33]2[CH:38]=[CH:37][C:36]([C:39]([F:40])([F:41])[F:42])=[CH:35][N:34]=2)[N:10]=1)[C:2]1[CH:3]=[CH:4][CH:5]=[CH:6][CH:7]=1.